This data is from Full USPTO retrosynthesis dataset with 1.9M reactions from patents (1976-2016). The task is: Predict the reactants needed to synthesize the given product. (1) Given the product [F:8][C:6]1[CH:5]=[C:4]([C:9]2[N:10]([CH2:19][CH2:20][O:21][CH3:22])[C:11](=[O:18])[C:12]([C:15]([C:31]3[C:32](=[O:37])[CH:33]4[CH2:36][CH:29]([CH2:35][CH2:34]4)[C:30]=3[OH:38])=[O:17])=[CH:13][N:14]=2)[CH:3]=[C:2]([F:1])[CH:7]=1, predict the reactants needed to synthesize it. The reactants are: [F:1][C:2]1[CH:3]=[C:4]([C:9]2[N:10]([CH2:19][CH2:20][O:21][CH3:22])[C:11](=[O:18])[C:12]([C:15]([OH:17])=O)=[CH:13][N:14]=2)[CH:5]=[C:6]([F:8])[CH:7]=1.C(Cl)(=O)C(Cl)=O.[CH:29]12[CH2:36][CH:33]([CH2:34][CH2:35]1)[C:32](=[O:37])[CH2:31][C:30]2=[O:38].C(N(CC)CC)C.OC(C)(C)C#N. (2) Given the product [Cl:10][C:11]1[N:12]=[N:13][C:14]([N:8]2[CH2:7][CH2:6][NH:5][CH:4]([CH:1]([CH3:3])[CH3:2])[CH2:9]2)=[CH:15][CH:16]=1, predict the reactants needed to synthesize it. The reactants are: [CH:1]([CH:4]1[CH2:9][NH:8][CH2:7][CH2:6][NH:5]1)([CH3:3])[CH3:2].[Cl:10][C:11]1[N:12]=[N:13][C:14](Cl)=[CH:15][CH:16]=1.